Dataset: Reaction yield outcomes from USPTO patents with 853,638 reactions. Task: Predict the reaction yield, written as a fraction of the theoretical maximum amount of product (1.0 means a 100% yield; for example, 0.34 means a 34% yield). (1) The reactants are C(Cl)(=O)C(Cl)=O.CS(C)=O.[OH:11][C@@H:12]1[CH2:16][CH2:15][N:14]([CH2:17][CH2:18][CH2:19][O:20][C:21]2[CH:26]=[CH:25][C:24]([C:27]3[CH:32]=[CH:31][C:30]([C:33]#[N:34])=[CH:29][CH:28]=3)=[CH:23][CH:22]=2)[CH2:13]1.C(N(CC)CC)C. The catalyst is C(Cl)Cl. The product is [O:11]=[C:12]1[CH2:16][CH2:15][N:14]([CH2:17][CH2:18][CH2:19][O:20][C:21]2[CH:26]=[CH:25][C:24]([C:27]3[CH:28]=[CH:29][C:30]([C:33]#[N:34])=[CH:31][CH:32]=3)=[CH:23][CH:22]=2)[CH2:13]1. The yield is 0.600. (2) The reactants are [O:1]([C:8]1[C:13]2=[C:14]([CH3:18])[C:15]([OH:17])=[CH:16][N:12]2[N:11]=[CH:10][N:9]=1)[C:2]1[CH:7]=[CH:6][CH:5]=[CH:4][CH:3]=1.[CH3:19][S:20]([CH2:23][CH2:24][CH2:25]O)(=[O:22])=[O:21].C1C=CC(P(C2C=CC=CC=2)C2C=CC=CC=2)=CC=1.CCOC(/N=N/C(OCC)=O)=O. The catalyst is C1COCC1. The product is [CH3:19][S:20]([CH2:23][CH2:24][CH2:25][O:17][C:15]1[C:14]([CH3:18])=[C:13]2[N:12]([CH:16]=1)[N:11]=[CH:10][N:9]=[C:8]2[O:1][C:2]1[CH:3]=[CH:4][CH:5]=[CH:6][CH:7]=1)(=[O:22])=[O:21]. The yield is 0.730. (3) The reactants are Br[C:2]1[N:10]=[CH:9][C:8]2[NH:7][C:6]3[N:11]=[CH:12][C:13]([C:15]4[CH:20]=[CH:19][C:18]([CH2:21][N:22]5[C@H:27]([CH3:28])[CH2:26][CH2:25][CH2:24][C@@H:23]5[CH3:29])=[CH:17][CH:16]=4)=[CH:14][C:5]=3[C:4]=2[CH:3]=1.[CH3:30][N:31]1[CH:35]=[C:34](B2OC(C)(C)C(C)(C)O2)[CH:33]=[N:32]1. The catalyst is C(=O)([O-])[O-].[Na+].[Na+].C(#N)C.C(OCC)(=O)C. The product is [CH3:29][C@H:23]1[CH2:24][CH2:25][CH2:26][C@@H:27]([CH3:28])[N:22]1[CH2:21][C:18]1[CH:19]=[CH:20][C:15]([C:13]2[CH:12]=[N:11][C:6]3[NH:7][C:8]4[CH:9]=[N:10][C:2]([C:34]5[CH:33]=[N:32][N:31]([CH3:30])[CH:35]=5)=[CH:3][C:4]=4[C:5]=3[CH:14]=2)=[CH:16][CH:17]=1. The yield is 0.310. (4) The reactants are C([N:8]1[CH2:13][CH2:12][C:11]([C:15]([F:18])([F:17])[F:16])([OH:14])[CH2:10][CH2:9]1)C1C=CC=CC=1.[H][H]. The catalyst is CO.[Pd]. The product is [F:18][C:15]([F:16])([F:17])[C:11]1([OH:14])[CH2:10][CH2:9][NH:8][CH2:13][CH2:12]1. The yield is 1.00. (5) The reactants are [CH3:1][N:2]([CH3:6])[CH2:3][CH2:4][NH2:5].[CH3:7][C@@H:8]1[CH2:30][C:29]2[C:31](=[O:32])[C:24](=[C:25]([C:35]3[CH:40]=[CH:39][C:38]([O:41][CH3:42])=[CH:37][CH:36]=3)[C:26]([C:28]=2OC)=[O:27])[NH:23][C:21](=[O:22])[C:20]([CH3:43])=[CH:19][CH:18]=[CH:17][C@H:16]([O:44][CH3:45])[C@@H:15]([O:46][C:47]([NH2:49])=[O:48])[C:14]([CH3:50])=[CH:13][C@H:12]([CH3:51])[C@@H:11]([OH:52])[C@@H:10]([O:53][CH3:54])[CH2:9]1. The catalyst is C1COCC1. The product is [C:47](=[O:48])([O:46][C@@H:15]1[C@@H:16]([O:44][CH3:45])[CH:17]=[CH:18][CH:19]=[C:20]([CH3:43])[C:21](=[O:22])[NH:23][C:24]2[C:31](=[O:32])[C:29]([CH2:30][C@@H:8]([CH3:7])[CH2:9][C@H:10]([O:53][CH3:54])[C@H:11]([OH:52])[C@@H:12]([CH3:51])[CH:13]=[C:14]1[CH3:50])=[C:28]([NH:5][CH2:4][CH2:3][N:2]([CH3:6])[CH3:1])[C:26](=[O:27])[C:25]=2[C:35]1[CH:36]=[CH:37][C:38]([O:41][CH3:42])=[CH:39][CH:40]=1)[NH2:49]. The yield is 1.00. (6) The reactants are [O:1]=[C:2]1[CH2:11][CH2:10][CH2:9][C:8]2[C:7]([C:12]#[N:13])=[CH:6][CH:5]=[CH:4][C:3]1=2. The catalyst is CC1C=CC(C(C)C)=CC=1.CC1C=CC(S([N-][C@@H]([C@H](N)C2C=CC=CC=2)C2C=CC=CC=2)(=O)=O)=CC=1.Cl[Ru+].CCN(CC)CC. The product is [OH:1][C@@H:2]1[CH2:11][CH2:10][CH2:9][C:8]2[C:7]([C:12]#[N:13])=[CH:6][CH:5]=[CH:4][C:3]1=2. The yield is 0.990.